This data is from Full USPTO retrosynthesis dataset with 1.9M reactions from patents (1976-2016). The task is: Predict the reactants needed to synthesize the given product. (1) Given the product [NH2:8][C:11]1[CH:37]=[CH:36][CH:35]=[CH:34][C:12]=1[CH2:13][NH:14][C:15]([NH:17][C:18]1[N:22]([C:23]2[CH:28]=[CH:27][C:26]([CH3:29])=[CH:25][CH:24]=2)[N:21]=[C:20]([C:30]([CH3:32])([CH3:33])[CH3:31])[CH:19]=1)=[O:16], predict the reactants needed to synthesize it. The reactants are: CO.C1COCC1.[N+:8]([C:11]1[CH:37]=[CH:36][CH:35]=[CH:34][C:12]=1[CH2:13][NH:14][C:15]([NH:17][C:18]1[N:22]([C:23]2[CH:28]=[CH:27][C:26]([CH3:29])=[CH:25][CH:24]=2)[N:21]=[C:20]([C:30]([CH3:33])([CH3:32])[CH3:31])[CH:19]=1)=[O:16])([O-])=O. (2) Given the product [CH2:1]([O:8][C:9]1[C:10]([CH2:20][CH:21]([NH:34][C:43](=[O:44])[CH2:42][O:35][C:36]2[CH:41]=[CH:40][CH:39]=[CH:38][CH:37]=2)[C:22]2[CH:27]=[CH:26][CH:25]=[C:24]([CH2:28][N:29]3[CH2:33][CH2:32][CH2:31][CH2:30]3)[CH:23]=2)=[CH:11][C:12]([Cl:19])=[C:13]2[C:18]=1[N:17]=[CH:16][CH:15]=[CH:14]2)[C:2]1[CH:3]=[CH:4][CH:5]=[CH:6][CH:7]=1, predict the reactants needed to synthesize it. The reactants are: [CH2:1]([O:8][C:9]1[C:10]([CH2:20][CH:21]([NH2:34])[C:22]2[CH:27]=[CH:26][CH:25]=[C:24]([CH2:28][N:29]3[CH2:33][CH2:32][CH2:31][CH2:30]3)[CH:23]=2)=[CH:11][C:12]([Cl:19])=[C:13]2[C:18]=1[N:17]=[CH:16][CH:15]=[CH:14]2)[C:2]1[CH:7]=[CH:6][CH:5]=[CH:4][CH:3]=1.[O:35]([CH2:42][C:43](Cl)=[O:44])[C:36]1[CH:41]=[CH:40][CH:39]=[CH:38][CH:37]=1.